The task is: Predict which catalyst facilitates the given reaction.. This data is from Catalyst prediction with 721,799 reactions and 888 catalyst types from USPTO. (1) Reactant: [CH3:1][CH:2]([CH3:22])[CH2:3][CH:4]([C:12]1[CH:21]=[CH:20][C:15]([C:16]([O:18]C)=[O:17])=[CH:14][CH:13]=1)[O:5][C:6]1[CH:11]=[CH:10][CH:9]=[CH:8][CH:7]=1.O.[OH-].[Li+].O1CCCC1.Cl. Product: [CH3:1][CH:2]([CH3:22])[CH2:3][CH:4]([C:12]1[CH:13]=[CH:14][C:15]([C:16]([OH:18])=[O:17])=[CH:20][CH:21]=1)[O:5][C:6]1[CH:11]=[CH:10][CH:9]=[CH:8][CH:7]=1. The catalyst class is: 72. (2) Reactant: [NH2:1][C:2]1[CH:3]=[C:4]([C:8]2[N:13]3[N:14]=[CH:15][C:16]([C:17]([C:19]4[S:20][CH:21]=[CH:22][CH:23]=4)=[O:18])=[C:12]3[N:11]=[CH:10][CH:9]=2)[CH:5]=[CH:6][CH:7]=1.[CH:24](=O)[C:25]1[CH:30]=[CH:29][CH:28]=[CH:27][CH:26]=1.C(O[BH-](OC(=O)C)OC(=O)C)(=O)C.[Na+]. Product: [CH2:24]([NH:1][C:2]1[CH:3]=[C:4]([C:8]2[N:13]3[N:14]=[CH:15][C:16]([C:17]([C:19]4[S:20][CH:21]=[CH:22][CH:23]=4)=[O:18])=[C:12]3[N:11]=[CH:10][CH:9]=2)[CH:5]=[CH:6][CH:7]=1)[C:25]1[CH:30]=[CH:29][CH:28]=[CH:27][CH:26]=1. The catalyst class is: 2. (3) Reactant: FC(F)(F)C(O)=O.C([O:12][C:13](=[O:40])[CH2:14][O:15][CH:16]1[CH2:21][CH2:20][CH:19]([C:22]2[CH:23]=[C:24]3[C:29](=[C:30]([C:32]4[CH:37]=[CH:36][CH:35]=[C:34]([C:38]#[N:39])[CH:33]=4)[N:31]=2)[N:28]=[CH:27][CH:26]=[CH:25]3)[CH2:18][CH2:17]1)(C)(C)C. Product: [C:38]([C:34]1[CH:33]=[C:32]([C:30]2[N:31]=[C:22]([CH:19]3[CH2:18][CH2:17][CH:16]([O:15][CH2:14][C:13]([OH:40])=[O:12])[CH2:21][CH2:20]3)[CH:23]=[C:24]3[C:29]=2[N:28]=[CH:27][CH:26]=[CH:25]3)[CH:37]=[CH:36][CH:35]=1)#[N:39]. The catalyst class is: 2.